Dataset: Catalyst prediction with 721,799 reactions and 888 catalyst types from USPTO. Task: Predict which catalyst facilitates the given reaction. (1) Reactant: [NH2:1][C:2]1[C:7]([NH2:8])=[CH:6][C:5]([C:9]2[CH:14]=[CH:13][CH:12]=[CH:11][C:10]=2[C:15]([F:18])([F:17])[F:16])=[CH:4][C:3]=1[CH2:19][CH2:20][CH2:21][OH:22].N1C=CN=C1.[CH3:28][C:29]([Si:32](Cl)([CH3:34])[CH3:33])([CH3:31])[CH3:30]. Product: [C:29]([Si:32]([CH3:34])([CH3:33])[O:22][CH2:21][CH2:20][CH2:19][C:3]1[C:2]([NH2:1])=[C:7]([NH2:8])[CH:6]=[C:5]([C:9]2[CH:14]=[CH:13][CH:12]=[CH:11][C:10]=2[C:15]([F:16])([F:17])[F:18])[CH:4]=1)([CH3:31])([CH3:30])[CH3:28]. The catalyst class is: 2. (2) Reactant: [CH2:1]([N:3]([CH2:15][CH3:16])[C:4]([C:6]1[S:10][C:9]([C:11](OC)=[O:12])=[CH:8][CH:7]=1)=[O:5])[CH3:2].O.[NH2:18][NH2:19].O. Product: [CH2:1]([N:3]([CH2:15][CH3:16])[C:4]([C:6]1[S:10][C:9]([C:11]([NH:18][NH2:19])=[O:12])=[CH:8][CH:7]=1)=[O:5])[CH3:2]. The catalyst class is: 8. (3) Reactant: [CH2:1]([O:8][C:9]1[CH:10]=[C:11]([C@@H:23]([O:26][Si:27]([C:30]([CH3:33])([CH3:32])[CH3:31])([CH3:29])[CH3:28])[CH2:24]Br)[CH:12]=[C:13]([O:15][CH2:16][C:17]2[CH:22]=[CH:21][CH:20]=[CH:19][CH:18]=2)[CH:14]=1)[C:2]1[CH:7]=[CH:6][CH:5]=[CH:4][CH:3]=1.Cl.Cl.[NH2:36][CH2:37][CH2:38][C:39]1[CH:72]=[CH:71][C:42]([O:43][CH2:44][CH2:45][CH2:46][CH2:47][C:48]2[CH:53]=[CH:52][C:51]([OH:54])=[C:50]([C@@H:55]([C:65]3[CH:70]=[CH:69][CH:68]=[CH:67][CH:66]=3)[CH2:56][CH2:57][N:58]([CH:62]([CH3:64])[CH3:63])[CH:59]([CH3:61])[CH3:60])[CH:49]=2)=[CH:41][CH:40]=1.C(=O)([O-])O.[Na+].[I-].[K+].C(#N)CC. Product: [NH3:36].[CH2:1]([O:8][C:9]1[CH:10]=[C:11]([C@@H:23]([O:26][Si:27]([C:30]([CH3:33])([CH3:32])[CH3:31])([CH3:29])[CH3:28])[CH2:24][NH:36][CH2:37][CH2:38][C:39]2[CH:40]=[CH:41][C:42]([O:43][CH2:44][CH2:45][CH2:46][CH2:47][C:48]3[CH:53]=[CH:52][C:51]([OH:54])=[C:50]([C@@H:55]([C:65]4[CH:66]=[CH:67][CH:68]=[CH:69][CH:70]=4)[CH2:56][CH2:57][N:58]([CH:59]([CH3:60])[CH3:61])[CH:62]([CH3:64])[CH3:63])[CH:49]=3)=[CH:71][CH:72]=2)[CH:12]=[C:13]([O:15][CH2:16][C:17]2[CH:22]=[CH:21][CH:20]=[CH:19][CH:18]=2)[CH:14]=1)[C:2]1[CH:7]=[CH:6][CH:5]=[CH:4][CH:3]=1. The catalyst class is: 13. (4) Reactant: [CH3:1][NH:2][C:3]([NH:5][C:6]1[CH:14]=[CH:13][C:9]([C:10]([OH:12])=[O:11])=[CH:8][CH:7]=1)=[S:4].C[O:16][C:17](=O)[CH2:18]Br. Product: [CH3:1][N:2]1[C:17](=[O:16])[CH2:18][S:4][C:3]1=[N:5][C:6]1[CH:14]=[CH:13][C:9]([C:10]([OH:12])=[O:11])=[CH:8][CH:7]=1. The catalyst class is: 12. (5) Reactant: [NH2:1][C@@H:2]1[C:11]2[C:6](=[CH:7][CH:8]=[CH:9][CH:10]=2)[C@H:5]([OH:12])[CH2:4][CH2:3]1.[H-].[Na+].F[C:16]1[CH:17]=[CH:18][C:19]2[N:20]([C:22]([C@H:25]3[CH2:29][CH2:28][CH2:27][N:26]3[CH3:30])=[N:23][N:24]=2)[CH:21]=1. The catalyst class is: 18. Product: [CH3:30][N:26]1[CH2:27][CH2:28][CH2:29][C@@H:25]1[C:22]1[N:20]2[CH:21]=[C:16]([O:12][C@H:5]3[C:6]4[C:11](=[CH:10][CH:9]=[CH:8][CH:7]=4)[C@@H:2]([NH2:1])[CH2:3][CH2:4]3)[CH:17]=[CH:18][C:19]2=[N:24][N:23]=1. (6) Reactant: [NH2:1][C:2]1[CH:7]=[CH:6][C:5]([OH:8])=[CH:4][CH:3]=1.[CH3:9][C:10]([CH3:13])([O-])C.[K+].I[C:16]1[CH:17]=[CH:18][C:19]2[N:20]([CH:22]=[C:23](C3(C(N)=O)CC3)[N:24]=2)[N:21]=1.C(=O)([O-])[O-].[K+].[K+].C[N:38](C)[CH:39]=[O:40]. Product: [NH2:1][C:2]1[CH:7]=[CH:6][C:5]([O:8][C:16]2[CH:17]=[CH:18][C:19]3[N:20]([CH:22]=[C:23]([NH:38][C:39]([CH:13]4[CH2:10][CH2:9]4)=[O:40])[N:24]=3)[N:21]=2)=[CH:4][CH:3]=1. The catalyst class is: 170. (7) Reactant: [Si:1]([O:8][C@@H:9]1[C@@:28]2([CH3:29])[C:13](=[CH:14][CH2:15][C@@H:16]3[C@@H:27]2[CH2:26][CH2:25][C@@:24]2([CH3:30])[C@H:17]3[CH2:18][CH2:19][C@:20]32[O:23][C@H:21]3[CH3:22])[CH2:12][C@@H:11]([O:31][Si:32]([C:35]([CH3:38])([CH3:37])[CH3:36])([CH3:34])[CH3:33])[CH2:10]1)([C:4]([CH3:7])([CH3:6])[CH3:5])([CH3:3])[CH3:2].N(C(C)(C)C#N)=NC(C)(C)C#N.CC1C=C(C)N=C(C)C=1. Product: [Si:1]([O:8][C@@H:9]1[C@@:28]2([CH3:29])[C:13](=[CH:14][CH:15]=[C:16]3[C@@H:27]2[CH2:26][CH2:25][C@@:24]2([CH3:30])[C@H:17]3[CH2:18][CH:19]=[C:20]2[C@@H:21]([OH:23])[CH3:22])[CH2:12][C@@H:11]([O:31][Si:32]([C:35]([CH3:36])([CH3:38])[CH3:37])([CH3:33])[CH3:34])[CH2:10]1)([C:4]([CH3:7])([CH3:6])[CH3:5])([CH3:3])[CH3:2]. The catalyst class is: 194.